This data is from Peptide-MHC class II binding affinity with 134,281 pairs from IEDB. The task is: Regression. Given a peptide amino acid sequence and an MHC pseudo amino acid sequence, predict their binding affinity value. This is MHC class II binding data. (1) The peptide sequence is GRSLRLSCAASGFTF. The MHC is DRB1_0101 with pseudo-sequence DRB1_0101. The binding affinity (normalized) is 0.916. (2) The peptide sequence is KTFEREYPTIKQKKP. The MHC is DRB3_0202 with pseudo-sequence DRB3_0202. The binding affinity (normalized) is 0.578. (3) The peptide sequence is TQLATLRKLCIEGKI. The MHC is DRB1_0101 with pseudo-sequence DRB1_0101. The binding affinity (normalized) is 0.594. (4) The peptide sequence is AEHQAIVRDVLAAGD. The MHC is HLA-DPA10103-DPB10301 with pseudo-sequence HLA-DPA10103-DPB10301. The binding affinity (normalized) is 0.398. (5) The peptide sequence is DGVWEIKSDKPLKGP. The MHC is DRB1_1501 with pseudo-sequence DRB1_1501. The binding affinity (normalized) is 0.287. (6) The peptide sequence is EEFCTLASRFLVEED. The binding affinity (normalized) is 0.319. The MHC is HLA-DQA10101-DQB10501 with pseudo-sequence HLA-DQA10101-DQB10501. (7) The peptide sequence is EQKLIEKINAGFKAALAAAA. The MHC is HLA-DQA10501-DQB10301 with pseudo-sequence HLA-DQA10501-DQB10301. The binding affinity (normalized) is 0.994.